From a dataset of Forward reaction prediction with 1.9M reactions from USPTO patents (1976-2016). Predict the product of the given reaction. (1) Given the reactants [C:1]([O-:6])(=[O:5])[C:2]([CH3:4])=[CH2:3].[C:7]([O:12][CH2:13][CH2:14][OH:15])(=[O:11])[C:8]([CH3:10])=[CH2:9].[C:16]([O:21][CH3:22])(=[O:20])[C:17]([CH3:19])=[CH2:18].N(C(C)(C)C#N)=NC(C)(C)C#N, predict the reaction product. The product is: [C:1]([O-:6])(=[O:5])[C:2]([CH3:4])=[CH2:3].[C:7]([O:12][CH2:13][CH2:14][OH:15])(=[O:11])[C:8]([CH3:10])=[CH2:9].[C:16]([O:21][CH3:22])(=[O:20])[C:17]([CH3:19])=[CH2:18]. (2) The product is: [NH2:1][C:2]1[C:7]([C:8]([OH:10])=[O:9])=[C:6]([CH3:13])[N:5]=[C:4]2[S:14][C:15]([C:18]3[CH:19]=[N:20][CH:21]=[CH:22][CH:23]=3)=[C:16]([CH3:17])[C:3]=12. Given the reactants [NH2:1][C:2]1[C:7]([C:8]([O:10]CC)=[O:9])=[C:6]([CH3:13])[N:5]=[C:4]2[S:14][C:15]([C:18]3[CH:19]=[N:20][CH:21]=[CH:22][CH:23]=3)=[C:16]([CH3:17])[C:3]=12.[OH-].[Na+].C(O)(=O)C, predict the reaction product. (3) Given the reactants [CH2:1]([O:3][C:4]([C:6]1[CH:7]=[N:8][C:9]2[C:14]([C:15]=1[O:16][CH2:17][CH3:18])=[CH:13][C:12](I)=[CH:11][CH:10]=2)=[O:5])[CH3:2].C(N(CC)CC)C.C1(C(C2C=CC=CC=2)CCP)C=CC=CC=1.C([SiH](CCCCCC)CCCCCC)CCCCC.CN(C)[CH:64]=[O:65], predict the reaction product. The product is: [CH2:1]([O:3][C:4]([C:6]1[CH:7]=[N:8][C:9]2[C:14]([C:15]=1[O:16][CH2:17][CH3:18])=[CH:13][C:12]([CH:64]=[O:65])=[CH:11][CH:10]=2)=[O:5])[CH3:2]. (4) Given the reactants [NH2:1][C@@H:2]([CH2:17][C:18]1[CH:23]=[C:22]([F:24])[CH:21]=[C:20]([F:25])[CH:19]=1)[C@@H:3]([OH:16])[CH2:4][N:5]([CH2:14][CH3:15])[NH:6][C:7]([O:9]C(C)(C)C)=O.[CH3:26][CH:27](C)[CH2:28][C:29](O)=O.[CH3:33][C:34]1[CH:35]=[C:36]([C:43]([N:45]([CH2:49][CH2:50][CH3:51])[CH2:46][CH2:47][CH3:48])=[O:44])[CH:37]=[C:38]([CH:42]=1)[C:39]([OH:41])=O, predict the reaction product. The product is: [F:24][C:22]1[CH:23]=[C:18]([CH:19]=[C:20]([F:25])[CH:21]=1)[CH2:17][C@H:2]([NH:1][C:39](=[O:41])[C:38]1[CH:42]=[C:34]([CH3:33])[CH:35]=[C:36]([C:43]([N:45]([CH2:49][CH2:50][CH3:51])[CH2:46][CH2:47][CH3:48])=[O:44])[CH:37]=1)[C@@H:3]([OH:16])[CH2:4][N:5]([CH2:14][CH3:15])[NH:6][C:7](=[O:9])[CH2:26][CH2:27][CH2:28][CH3:29]. (5) Given the reactants [F:1][C:2]1[C:12]([SH:13])=[CH:11][CH:10]=[CH:9][C:3]=1[C:4]([O:6][CH2:7][CH3:8])=[O:5].C1C(=O)N(Cl)C(=O)C1.[Cl:22][C:23]1[C:31]([F:32])=[C:30]2[C:26]([CH:27]=[C:28]([CH:40]3[CH2:42][CH2:41]3)[N:29]2[C:33]2[CH:34]=[N:35][N:36]([CH2:38][CH3:39])[CH:37]=2)=[CH:25][CH:24]=1, predict the reaction product. The product is: [Cl:22][C:23]1[C:31]([F:32])=[C:30]2[C:26]([C:27]([S:13][C:12]3[C:2]([F:1])=[C:3]([CH:9]=[CH:10][CH:11]=3)[C:4]([O:6][CH2:7][CH3:8])=[O:5])=[C:28]([CH:40]3[CH2:42][CH2:41]3)[N:29]2[C:33]2[CH:34]=[N:35][N:36]([CH2:38][CH3:39])[CH:37]=2)=[CH:25][CH:24]=1. (6) Given the reactants Cl[C:2]1[N:7]=[C:6]([O:8][CH3:9])[C:5]([F:10])=[CH:4][N:3]=1.[CH3:11][C:12]1[CH:13]=[C:14]([CH:16]=[C:17]([B:19]2[O:23][C:22]([CH3:25])([CH3:24])[C:21]([CH3:27])([CH3:26])[O:20]2)[CH:18]=1)[NH2:15].CS(O)(=O)=O, predict the reaction product. The product is: [F:10][C:5]1[C:6]([O:8][CH3:9])=[N:7][C:2]([NH:15][C:14]2[CH:16]=[C:17]([B:19]3[O:23][C:22]([CH3:24])([CH3:25])[C:21]([CH3:27])([CH3:26])[O:20]3)[CH:18]=[C:12]([CH3:11])[CH:13]=2)=[N:3][CH:4]=1. (7) Given the reactants Cl[C:2]1[CH:7]=[CH:6][C:5]([N+:8]([O-:10])=[O:9])=[CH:4][CH:3]=1.[CH2:11]([O:14][CH2:15][CH2:16][O:17][CH2:18][CH2:19][NH2:20])[C:12]#[CH:13], predict the reaction product. The product is: [N+:8]([C:5]1[CH:6]=[CH:7][C:2]([NH:20][CH2:19][CH2:18][O:17][CH2:16][CH2:15][O:14][CH2:11][C:12]#[CH:13])=[CH:3][CH:4]=1)([O-:10])=[O:9]. (8) Given the reactants C(OC([N:8]1[C:13]2[CH:14]=[CH:15][C:16]([N:18]([S:20]([CH3:23])(=[O:22])=[O:21])[CH3:19])=[CH:17][C:12]=2[S:11](=[O:25])(=[O:24])[CH:10]=[C:9]1[CH2:26][C:27]([O:29][CH2:30][CH3:31])=[O:28])=O)(C)(C)C, predict the reaction product. The product is: [CH2:30]([O:29][C:27](=[O:28])[CH2:26][C:9]1[NH:8][C:13]2[CH:14]=[CH:15][C:16]([N:18]([S:20]([CH3:23])(=[O:22])=[O:21])[CH3:19])=[CH:17][C:12]=2[S:11](=[O:25])(=[O:24])[CH:10]=1)[CH3:31]. (9) Given the reactants [C:1]([NH:4][CH:5]([C:47]([O:49]CC=C)=[O:48])[CH2:6][C:7]1[CH:44]=[CH:43][C:10]([N:11]([C:34](=[O:42])[C:35]([O:37][C:38]([CH3:41])([CH3:40])[CH3:39])=[O:36])[C:12]2[CH:33]=[CH:32][CH:31]=[CH:30][C:13]=2[C:14]([O:16][CH:17]([C:24]2[CH:29]=[CH:28][CH:27]=[CH:26][CH:25]=2)[C:18]2[CH:23]=[CH:22][CH:21]=[CH:20][CH:19]=2)=[O:15])=[C:9]([CH2:45][CH3:46])[CH:8]=1)(=[O:3])[CH3:2].N1CCOCC1, predict the reaction product. The product is: [C:1]([NH:4][C@H:5]([C:47]([OH:49])=[O:48])[CH2:6][C:7]1[CH:44]=[CH:43][C:10]([N:11]([C:34](=[O:42])[C:35]([O:37][C:38]([CH3:39])([CH3:40])[CH3:41])=[O:36])[C:12]2[CH:33]=[CH:32][CH:31]=[CH:30][C:13]=2[C:14]([O:16][CH:17]([C:18]2[CH:23]=[CH:22][CH:21]=[CH:20][CH:19]=2)[C:24]2[CH:29]=[CH:28][CH:27]=[CH:26][CH:25]=2)=[O:15])=[C:9]([CH2:45][CH3:46])[CH:8]=1)(=[O:3])[CH3:2].